Dataset: NCI-60 drug combinations with 297,098 pairs across 59 cell lines. Task: Regression. Given two drug SMILES strings and cell line genomic features, predict the synergy score measuring deviation from expected non-interaction effect. (1) Drug 1: CC1=C2C(C(=O)C3(C(CC4C(C3C(C(C2(C)C)(CC1OC(=O)C(C(C5=CC=CC=C5)NC(=O)OC(C)(C)C)O)O)OC(=O)C6=CC=CC=C6)(CO4)OC(=O)C)O)C)O. Drug 2: C1=NNC2=C1C(=O)NC=N2. Cell line: 786-0. Synergy scores: CSS=4.80, Synergy_ZIP=-1.19, Synergy_Bliss=-1.29, Synergy_Loewe=1.77, Synergy_HSA=-1.29. (2) Drug 1: C1=CC(=C2C(=C1NCCNCCO)C(=O)C3=C(C=CC(=C3C2=O)O)O)NCCNCCO. Drug 2: CC12CCC3C(C1CCC2OP(=O)(O)O)CCC4=C3C=CC(=C4)OC(=O)N(CCCl)CCCl.[Na+]. Cell line: HL-60(TB). Synergy scores: CSS=43.1, Synergy_ZIP=-3.82, Synergy_Bliss=-7.52, Synergy_Loewe=-21.3, Synergy_HSA=-6.05. (3) Drug 1: COC1=CC(=CC(=C1O)OC)C2C3C(COC3=O)C(C4=CC5=C(C=C24)OCO5)OC6C(C(C7C(O6)COC(O7)C8=CC=CS8)O)O. Drug 2: CN(CC1=CN=C2C(=N1)C(=NC(=N2)N)N)C3=CC=C(C=C3)C(=O)NC(CCC(=O)O)C(=O)O. Cell line: SF-295. Synergy scores: CSS=53.9, Synergy_ZIP=-3.18, Synergy_Bliss=-4.03, Synergy_Loewe=-2.02, Synergy_HSA=1.21. (4) Drug 1: C1C(C(OC1N2C=C(C(=O)NC2=O)F)CO)O. Drug 2: CC1=C2C(C(=O)C3(C(CC4C(C3C(C(C2(C)C)(CC1OC(=O)C(C(C5=CC=CC=C5)NC(=O)OC(C)(C)C)O)O)OC(=O)C6=CC=CC=C6)(CO4)OC(=O)C)O)C)O. Cell line: BT-549. Synergy scores: CSS=22.4, Synergy_ZIP=-2.49, Synergy_Bliss=0.371, Synergy_Loewe=-0.458, Synergy_HSA=2.04. (5) Drug 1: C1=NC2=C(N1)C(=S)N=C(N2)N. Drug 2: CS(=O)(=O)OCCCCOS(=O)(=O)C. Cell line: BT-549. Synergy scores: CSS=20.1, Synergy_ZIP=-6.36, Synergy_Bliss=1.21, Synergy_Loewe=-7.09, Synergy_HSA=0.873. (6) Drug 1: CC12CCC(CC1=CCC3C2CCC4(C3CC=C4C5=CN=CC=C5)C)O. Drug 2: COC1=NC(=NC2=C1N=CN2C3C(C(C(O3)CO)O)O)N. Cell line: EKVX. Synergy scores: CSS=-6.82, Synergy_ZIP=2.52, Synergy_Bliss=-1.97, Synergy_Loewe=-10.1, Synergy_HSA=-7.57.